This data is from Catalyst prediction with 721,799 reactions and 888 catalyst types from USPTO. The task is: Predict which catalyst facilitates the given reaction. (1) Reactant: [C:1]([O:5][C:6]([N:8]1[CH2:12][C@H:11]([S:13][CH2:14][C:15]2[CH:20]=[CH:19][C:18]([O:21][CH3:22])=[CH:17][CH:16]=2)[CH2:10][C@H:9]1[CH2:23][NH:24][CH2:25][C:26]1[CH:31]=[C:30]([F:32])[CH:29]=[CH:28][C:27]=1[F:33])=[O:7])([CH3:4])([CH3:3])[CH3:2].C(N(C(C)C)C(C)C)C.Cl[C:44]([O:46][CH2:47][CH:48]1[C:60]2[CH:59]=[CH:58][CH:57]=[CH:56][C:55]=2[C:54]2[C:49]1=[CH:50][CH:51]=[CH:52][CH:53]=2)=[O:45].C([O-])(O)=O.[Na+]. Product: [C:1]([O:5][C:6]([N:8]1[CH2:12][C@H:11]([S:13][CH2:14][C:15]2[CH:20]=[CH:19][C:18]([O:21][CH3:22])=[CH:17][CH:16]=2)[CH2:10][C@H:9]1[CH2:23][N:24]([CH2:25][C:26]1[CH:31]=[C:30]([F:32])[CH:29]=[CH:28][C:27]=1[F:33])[C:44]([O:46][CH2:47][CH:48]1[C:49]2[CH:50]=[CH:51][CH:52]=[CH:53][C:54]=2[C:55]2[C:60]1=[CH:59][CH:58]=[CH:57][CH:56]=2)=[O:45])=[O:7])([CH3:4])([CH3:2])[CH3:3]. The catalyst class is: 64. (2) Reactant: [CH3:1][Si:2]([CH3:9])([CH3:8])N1C=CN=C1.[CH3:10][Si:11]([CH3:48])([C:42]([CH3:47])([CH3:46])[CH:43]([CH3:45])[CH3:44])[O:12][C@@H:13]([C:38]([OH:41])([CH3:40])[CH3:39])[CH2:14][CH2:15][C@H:16]([C@@H:24]1[C@:32]2([CH3:33])[C@H:27]([C@@H:28]([O:34][C:35](=[O:37])[CH3:36])[CH2:29][CH2:30][CH2:31]2)[CH2:26][CH2:25]1)[CH2:17][CH2:18][CH2:19][C:20]([OH:23])([CH3:22])[CH3:21]. Product: [CH3:48][Si:11]([CH3:10])([C:42]([CH3:46])([CH3:47])[CH:43]([CH3:44])[CH3:45])[O:12][C@@H:13]([C:38]([CH3:40])([O:41][Si:2]([CH3:9])([CH3:8])[CH3:1])[CH3:39])[CH2:14][CH2:15][C@H:16]([C@@H:24]1[C@:32]2([CH3:33])[C@H:27]([C@@H:28]([O:34][C:35](=[O:37])[CH3:36])[CH2:29][CH2:30][CH2:31]2)[CH2:26][CH2:25]1)[CH2:17][CH2:18][CH2:19][C:20]([CH3:22])([O:23][Si:2]([CH3:9])([CH3:8])[CH3:1])[CH3:21]. The catalyst class is: 244. (3) Reactant: [CH2:1]([N:3]([C:11]1[S:12][C@H:13]2[S:19][C@H:18]([CH2:20][OH:21])[C@H:17]3[O:22][C@@:23]([O:30][CH3:31])([CH3:29])[C@:24]([O:27][CH3:28])([CH3:26])[O:25][C@@H:16]3[C@H:14]2[N:15]=1)[C:4](=[O:10])[O:5][C:6]([CH3:9])([CH3:8])[CH3:7])[CH3:2].CC(OI1(OC(C)=O)(OC(C)=O)OC(=O)C2C=CC=CC1=2)=O. Product: [C:6]([O:5][C:4](=[O:10])[N:3]([CH2:1][CH3:2])[C:11]1[S:12][C@H:13]2[S:19][C@H:18]([CH:20]=[O:21])[C@H:17]3[O:22][C@@:23]([O:30][CH3:31])([CH3:29])[C@:24]([O:27][CH3:28])([CH3:26])[O:25][C@@H:16]3[C@H:14]2[N:15]=1)([CH3:9])([CH3:8])[CH3:7]. The catalyst class is: 4. (4) Reactant: [F:1][C:2]1[CH:3]=[CH:4][C:5]([O:8][C:9]([CH3:21])([CH3:20])[C:10]([O:12]CC2C=CC=CC=2)=[O:11])=[N:6][CH:7]=1. Product: [F:1][C:2]1[CH:3]=[CH:4][C:5]([O:8][C:9]([CH3:21])([CH3:20])[C:10]([OH:12])=[O:11])=[N:6][CH:7]=1. The catalyst class is: 43. (5) Reactant: C([N:8]1[CH2:13][CH2:12][N:11](CC2C=CC=CC=2)[CH2:10][C@@H:9]1[CH2:21][CH2:22][C:23]1[CH:28]=[CH:27][C:26]([C:29]([F:32])([F:31])[F:30])=[CH:25][CH:24]=1)C1C=CC=CC=1.C([O-])=O.[NH4+]. Product: [F:32][C:29]([F:30])([F:31])[C:26]1[CH:27]=[CH:28][C:23]([CH2:22][CH2:21][C@H:9]2[CH2:10][NH:11][CH2:12][CH2:13][NH:8]2)=[CH:24][CH:25]=1. The catalyst class is: 63. (6) Reactant: C[O:2][C:3]([C:5]1[CH:6]2[N:29]([C:30]([O:32][C:33]([CH3:36])([CH3:35])[CH3:34])=[O:31])[CH:9]([CH2:10][C:11]=1[C:12]1[CH:17]=[CH:16][C:15]([CH2:18][CH2:19][CH2:20][O:21][C:22]3[C:26]([F:27])=[C:25]([CH3:28])[O:24][N:23]=3)=[CH:14][CH:13]=1)[CH2:8][CH2:7]2)=[O:4].[OH-].[Na+]. Product: [C:33]([O:32][C:30]([N:29]1[CH:9]2[CH2:8][CH2:7][CH:6]1[C:5]([C:3]([OH:4])=[O:2])=[C:11]([C:12]1[CH:17]=[CH:16][C:15]([CH2:18][CH2:19][CH2:20][O:21][C:22]3[C:26]([F:27])=[C:25]([CH3:28])[O:24][N:23]=3)=[CH:14][CH:13]=1)[CH2:10]2)=[O:31])([CH3:36])([CH3:34])[CH3:35]. The catalyst class is: 14. (7) The catalyst class is: 221. Reactant: [C:1]([C:5]1[CH:9]=[C:8]([CH2:10][NH:11][C:12](=[O:18])[O:13][C:14]([CH3:17])([CH3:16])[CH3:15])[NH:7][N:6]=1)([CH3:4])([CH3:3])[CH3:2].[F:19][C:20]1[CH:25]=[CH:24][C:23](B(O)O)=[CH:22][CH:21]=1.N1C=CC=CC=1. Product: [C:1]([C:5]1[CH:9]=[C:8]([CH2:10][NH:11][C:12](=[O:18])[O:13][C:14]([CH3:17])([CH3:16])[CH3:15])[N:7]([C:23]2[CH:24]=[CH:25][C:20]([F:19])=[CH:21][CH:22]=2)[N:6]=1)([CH3:4])([CH3:2])[CH3:3].